This data is from Catalyst prediction with 721,799 reactions and 888 catalyst types from USPTO. The task is: Predict which catalyst facilitates the given reaction. Reactant: [CH2:1]([O:3][C:4](=[O:29])[CH2:5][CH2:6][CH2:7][O:8][C:9]1[CH:14]=[CH:13][CH:12]=[C:11]([CH2:15][CH2:16][CH2:17][CH2:18][CH2:19][CH2:20]Br)[C:10]=1[CH2:22][CH2:23][C:24]([O:26][CH2:27][CH3:28])=[O:25])[CH3:2].NC(N)=[S:32].NCCNCCNCCNCCN. Product: [CH2:1]([O:3][C:4](=[O:29])[CH2:5][CH2:6][CH2:7][O:8][C:9]1[CH:14]=[CH:13][CH:12]=[C:11]([CH2:15][CH2:16][CH2:17][CH2:18][CH2:19][CH2:20][SH:32])[C:10]=1[CH2:22][CH2:23][C:24]([O:26][CH2:27][CH3:28])=[O:25])[CH3:2]. The catalyst class is: 49.